This data is from Full USPTO retrosynthesis dataset with 1.9M reactions from patents (1976-2016). The task is: Predict the reactants needed to synthesize the given product. (1) Given the product [Br:1][C:2]1[CH:8]=[CH:7][C:5]2[N:6]=[C:14]([C:13]3[CH:17]=[CH:18][C:19]([CH3:20])=[C:11]([CH3:10])[CH:12]=3)[O:9][C:4]=2[CH:3]=1, predict the reactants needed to synthesize it. The reactants are: [Br:1][C:2]1[CH:8]=[CH:7][C:5]([NH2:6])=[C:4]([OH:9])[CH:3]=1.[CH3:10][C:11]1[CH:12]=[C:13]([CH:17]=[CH:18][C:19]=1[CH3:20])[C:14](O)=O. (2) Given the product [CH3:5][O:7][C:33]1[CH:32]=[CH:31][CH:30]=[C:29]([O:51][CH3:49])[C:28]=1[C:23]1[CH:24]=[CH:25][CH:26]=[CH:27][C:22]=1[PH2:21], predict the reactants needed to synthesize it. The reactants are: P(=O)([O-])[O-].[CH2:5]([O:7]P(=O)OCC)C.CC12CC3(C)OC(C)(CC(C)(O3)O1)[P:21]2[C:22]1[CH:27]=[CH:26][CH:25]=[CH:24][C:23]=1[C:28]1[C:33](C(C)C)=[CH:32][C:31](C(C)C)=[CH:30][C:29]=1C(C)C.Cl.[C:49](OCC)(=[O:51])C. (3) Given the product [CH:8]1[N:12]=[CH:11][N:10]([CH2:13][C:14]([P:16]([O-:19])([O-:18])=[O:17])([P:20]([O-:22])([OH:23])=[O:21])[OH:15])[CH:9]=1.[Na+:2].[Na+:2].[Na+:2], predict the reactants needed to synthesize it. The reactants are: [OH-].[Na+:2].C(O)C.CO.[CH:8]1[N:12]=[CH:11][N:10]([CH2:13][C:14]([P:20]([OH:23])([OH:22])=[O:21])([P:16]([OH:19])([OH:18])=[O:17])[OH:15])[CH:9]=1. (4) The reactants are: [CH3:1][N:2]1[C:6]2[C:7]([O:23][C@@H:24]([C@H:26]3[CH2:30][NH:29][C:28](=[O:31])[CH2:27]3)[CH3:25])=[N:8][C:9]([C:11]3[CH:16]=[CH:15][C:14]([N:17]4[CH2:22][CH2:21][NH:20][CH2:19][CH2:18]4)=[CH:13][CH:12]=3)=[CH:10][C:5]=2[N:4]=[CH:3]1.CN(C(ON1N=NC2C=CC=NC1=2)=[N+](C)C)C.F[P-](F)(F)(F)(F)F.CN1CCOCC1.[C:63](O)(=[O:67])[CH:64]([CH3:66])[CH3:65]. Given the product [C:63]([N:20]1[CH2:19][CH2:18][N:17]([C:14]2[CH:13]=[CH:12][C:11]([C:9]3[N:8]=[C:7]([O:23][C@@H:24]([C@H:26]4[CH2:30][NH:29][C:28](=[O:31])[CH2:27]4)[CH3:25])[C:6]4[N:2]([CH3:1])[CH:3]=[N:4][C:5]=4[CH:10]=3)=[CH:16][CH:15]=2)[CH2:22][CH2:21]1)(=[O:67])[CH:64]([CH3:66])[CH3:65], predict the reactants needed to synthesize it. (5) Given the product [Cl:61][C:46]1[C:47]([NH:50][C@H:51]2[C@H:56]3[CH2:57][C@H:53]([CH:54]=[CH:55]3)[C@H:52]2[C:58]([NH2:60])=[O:59])=[C:48]2[N:49]=[C:66]([C:65]3[CH:68]=[CH:69][C:70]([N:72]4[CH2:73][CH2:74][N:75]([CH3:78])[CH2:76][CH2:77]4)=[CH:71][C:64]=3[O:63][CH3:62])[NH:42][C:43]2=[N:44][CH:45]=1, predict the reactants needed to synthesize it. The reactants are: FC(F)(F)C(O)=O.ClC1C(N[C@@H]2[C@@H]3C[C@@H](C=C3)[C@@H]2C(N)=O)=C2N=C(C3C=CC(CN4CCOCC4)=CC=3)NC2=NC=1.[NH2:42][C:43]1[C:48]([NH2:49])=[C:47]([NH:50][C@H:51]2[C@H:56]3[CH2:57][C@H:53]([CH:54]=[CH:55]3)[C@H:52]2[C:58]([NH2:60])=[O:59])[C:46]([Cl:61])=[CH:45][N:44]=1.[CH3:62][O:63][C:64]1[CH:71]=[C:70]([N:72]2[CH2:77][CH2:76][N:75]([CH3:78])[CH2:74][CH2:73]2)[CH:69]=[CH:68][C:65]=1[CH:66]=O. (6) Given the product [I:20][C:2]1[C:6]([C:7]([O:9][CH2:10][CH3:11])=[O:8])=[CH:5][NH:4][N:3]=1, predict the reactants needed to synthesize it. The reactants are: N[C:2]1[C:6]([C:7]([O:9][CH2:10][CH3:11])=[O:8])=[CH:5][NH:4][N:3]=1.N(OCCCCC)=O.[I:20]CI. (7) Given the product [C:1]([O:5][C:6]([N:8]1[CH2:9][CH2:10][CH:11]([C:14]2[CH:18]=[CH:17][O:16][CH:15]=2)[CH:12]([OH:20])[CH2:13]1)=[O:7])([CH3:4])([CH3:2])[CH3:3], predict the reactants needed to synthesize it. The reactants are: [C:1]([O:5][C:6]([N:8]1[CH2:13][CH:12]=[C:11]([C:14]2[CH:18]=[CH:17][O:16][CH:15]=2)[CH2:10][CH2:9]1)=[O:7])([CH3:4])([CH3:3])[CH3:2].B.[O:20]1CCCC1. (8) Given the product [OH:34][CH2:33][CH2:35][NH:36][C:29](=[O:30])[C@@H:28]([O:27][C:25]1[CH:24]=[CH:23][CH:22]=[C:21]2[C:26]=1[C:17]([NH:16][C:4]1[CH:5]=[CH:6][C:7]([O:8][C:9]3[CH:10]=[N:11][C:12]([CH3:15])=[CH:13][CH:14]=3)=[C:2]([CH3:1])[CH:3]=1)=[N:18][CH:19]=[N:20]2)[CH3:32], predict the reactants needed to synthesize it. The reactants are: [CH3:1][C:2]1[CH:3]=[C:4]([NH:16][C:17]2[C:26]3[C:21](=[CH:22][CH:23]=[CH:24][C:25]=3[O:27][C@@H:28]([CH3:32])[C:29](O)=[O:30])[N:20]=[CH:19][N:18]=2)[CH:5]=[CH:6][C:7]=1[O:8][C:9]1[CH:10]=[N:11][C:12]([CH3:15])=[CH:13][CH:14]=1.[CH2:33]([CH2:35][NH2:36])[OH:34]. (9) Given the product [OH:23][CH2:22][CH2:21][C:18]1[CH:19]=[CH:20][C:15]([NH:14][C:2]2[CH:7]=[CH:6][C:5]([C:8](=[O:10])[CH3:9])=[CH:4][C:3]=2[N+:11]([O-:13])=[O:12])=[CH:16][CH:17]=1, predict the reactants needed to synthesize it. The reactants are: Cl[C:2]1[CH:7]=[CH:6][C:5]([C:8](=[O:10])[CH3:9])=[CH:4][C:3]=1[N+:11]([O-:13])=[O:12].[NH2:14][C:15]1[CH:20]=[CH:19][C:18]([CH2:21][CH2:22][OH:23])=[CH:17][CH:16]=1.C([O-])(O)=O.[Na+].O.